Dataset: Catalyst prediction with 721,799 reactions and 888 catalyst types from USPTO. Task: Predict which catalyst facilitates the given reaction. (1) Reactant: [F:1][C:2]1[CH:3]=[C:4]([CH:7]=[C:8]([OH:11])[C:9]=1[OH:10])[CH:5]=[O:6].C(=O)([O-])[O-].[Cs+].[Cs+].Br[CH2:19][CH2:20]Br. Product: [F:1][C:2]1[C:9]2[O:10][CH2:19][CH2:20][O:11][C:8]=2[CH:7]=[C:4]([CH:5]=[O:6])[CH:3]=1. The catalyst class is: 174. (2) Reactant: C[O:2][C:3](=[O:53])[C@@H:4]([NH:24][C:25](=[O:52])[C:26]1[CH:31]=[C:30]([Cl:32])[CH:29]=[CH:28][C:27]=1[NH:33][CH2:34][C:35]1[CH:40]=[CH:39][CH:38]=[C:37]([O:41][C:42]2[CH:47]=[CH:46][C:45]([C:48]([CH3:51])([CH3:50])[CH3:49])=[CH:44][CH:43]=2)[CH:36]=1)[CH2:5][C:6]1[CH:11]=[CH:10][C:9]([C:12]2[CH:17]=[CH:16][C:15]([CH:18]3[CH2:23][CH2:22][CH2:21][CH2:20][CH2:19]3)=[CH:14][CH:13]=2)=[CH:8][CH:7]=1.[Li+].[OH-].C1COCC1. Product: [C:48]([C:45]1[CH:44]=[CH:43][C:42]([O:41][C:37]2[CH:36]=[C:35]([CH:40]=[CH:39][CH:38]=2)[CH2:34][NH:33][C:27]2[CH:28]=[CH:29][C:30]([Cl:32])=[CH:31][C:26]=2[C:25]([NH:24][C@@H:4]([CH2:5][C:6]2[CH:11]=[CH:10][C:9]([C:12]3[CH:17]=[CH:16][C:15]([CH:18]4[CH2:23][CH2:22][CH2:21][CH2:20][CH2:19]4)=[CH:14][CH:13]=3)=[CH:8][CH:7]=2)[C:3]([OH:53])=[O:2])=[O:52])=[CH:47][CH:46]=1)([CH3:51])([CH3:49])[CH3:50]. The catalyst class is: 5. (3) Reactant: [Cl:1][C:2]1[CH:36]=[CH:35][C:5]([CH2:6][N:7]2[C:12](=[N:13][C:14]3[CH:19]=[CH:18][C:17]([O:20][CH:21]([CH3:23])[CH3:22])=[C:16]([Cl:24])[CH:15]=3)[NH:11][C:10](=[O:25])[N:9]([CH2:26][C@@H:27]3[CH2:31][O:30]C(C)(C)[O:28]3)[C:8]2=[O:34])=[CH:4][CH:3]=1.O.C1(C)C=CC(S(O)(=O)=O)=CC=1. Product: [Cl:1][C:2]1[CH:3]=[CH:4][C:5]([CH2:6][N:7]2[C:12](=[N:13][C:14]3[CH:19]=[CH:18][C:17]([O:20][CH:21]([CH3:23])[CH3:22])=[C:16]([Cl:24])[CH:15]=3)[NH:11][C:10](=[O:25])[N:9]([CH2:26][C@@H:27]([OH:28])[CH2:31][OH:30])[C:8]2=[O:34])=[CH:35][CH:36]=1. The catalyst class is: 5. (4) Reactant: [CH3:1][C:2]1[N:7]=[C:6]([NH:8][C:9]2[C:14]([CH3:15])=[CH:13][C:12]([CH3:16])=[CH:11][C:10]=2[CH3:17])[C:5]([S:18]([C:21]2[CH:26]=[CH:25][C:24]([OH:27])=[CH:23][CH:22]=2)(=[O:20])=[O:19])=[CH:4][N:3]=1.C(N(CC)CC)C.[F:35][C:36]([F:42])([F:41])[S:37](Cl)(=[O:39])=[O:38].C([O-])(O)=O.[Na+]. Product: [CH3:1][C:2]1[N:7]=[C:6]([NH:8][C:9]2[C:14]([CH3:15])=[CH:13][C:12]([CH3:16])=[CH:11][C:10]=2[CH3:17])[C:5]([S:18]([C:21]2[CH:22]=[CH:23][C:24]([O:27][S:37]([C:36]([F:42])([F:41])[F:35])(=[O:39])=[O:38])=[CH:25][CH:26]=2)(=[O:20])=[O:19])=[CH:4][N:3]=1. The catalyst class is: 2. (5) Reactant: [NH2:1][C:2]1[CH:23]=[CH:22][C:5]([O:6][C:7]2[CH:8]=[CH:9][C:10]3[N:11]([CH:13]=[C:14]([NH:16][C:17]([CH:19]4[CH2:21][CH2:20]4)=[O:18])[N:15]=3)[CH:12]=2)=[CH:4][CH:3]=1.[C:24]1([NH:30][C:31]([C:33]2([C:36](O)=[O:37])[CH2:35][CH2:34]2)=[O:32])[CH:29]=[CH:28][CH:27]=[CH:26][CH:25]=1.CN(C(ON1N=NC2C=CC=NC1=2)=[N+](C)C)C.F[P-](F)(F)(F)(F)F.C(N(CC)C(C)C)(C)C.C(=O)([O-])O.[Na+]. Product: [CH:19]1([C:17]([NH:16][C:14]2[N:15]=[C:10]3[CH:9]=[CH:8][C:7]([O:6][C:5]4[CH:22]=[CH:23][C:2]([NH:1][C:36]([C:33]5([C:31]([NH:30][C:24]6[CH:29]=[CH:28][CH:27]=[CH:26][CH:25]=6)=[O:32])[CH2:35][CH2:34]5)=[O:37])=[CH:3][CH:4]=4)=[CH:12][N:11]3[CH:13]=2)=[O:18])[CH2:20][CH2:21]1. The catalyst class is: 80.